This data is from Full USPTO retrosynthesis dataset with 1.9M reactions from patents (1976-2016). The task is: Predict the reactants needed to synthesize the given product. (1) Given the product [CH3:1][C:2]1[CH:35]=[C:34]([O:36][CH2:37][CH2:38][CH2:39][C:40]([F:43])([F:41])[F:42])[CH:33]=[CH:32][C:3]=1[CH2:4][CH2:5][C:6]1[CH:11]=[CH:10][CH:9]=[CH:8][C:7]=1[C:12]1[N:17]=[C:16]([N:18]2[C:22]([C:23]([F:26])([F:25])[F:24])=[C:21]([C:27]([OH:29])=[O:28])[CH:20]=[N:19]2)[CH:15]=[CH:14][CH:13]=1, predict the reactants needed to synthesize it. The reactants are: [CH3:1][C:2]1[CH:35]=[C:34]([O:36][CH2:37][CH2:38][CH2:39][C:40]([F:43])([F:42])[F:41])[CH:33]=[CH:32][C:3]=1[CH2:4][CH2:5][C:6]1[CH:11]=[CH:10][CH:9]=[CH:8][C:7]=1[C:12]1[N:17]=[C:16]([N:18]2[C:22]([C:23]([F:26])([F:25])[F:24])=[C:21]([C:27]([O:29]CC)=[O:28])[CH:20]=[N:19]2)[CH:15]=[CH:14][CH:13]=1.[OH-].[Na+].Cl. (2) Given the product [NH2:29][C:24]1[CH:25]=[CH:26][CH:27]=[CH:28][C:23]=1[CH:22]1[N:17]2[N:16]=[C:15]([C:12]3[CH:11]=[CH:10][C:9]([OH:8])=[CH:14][CH:13]=3)[C:32]([C:33]#[N:34])=[C:18]2[NH:19][CH2:20][CH2:21]1, predict the reactants needed to synthesize it. The reactants are: C([O:8][C:9]1[CH:14]=[CH:13][C:12]([C:15]2[C:32]([C:33]#[N:34])=[C:18]3[N:19]=[CH:20][CH:21]=[C:22]([C:23]4[CH:28]=[CH:27][CH:26]=[CH:25][C:24]=4[N+:29]([O-])=O)[N:17]3[N:16]=2)=[CH:11][CH:10]=1)C1C=CC=CC=1. (3) Given the product [CH3:18][O:19][C:20]1[CH:21]=[C:22]([S:26][CH2:28][CH2:29][CH2:30][CH2:31][CH2:32][CH2:33][CH2:34][CH2:35][CH2:36][C:37]([OH:39])=[O:38])[CH:23]=[CH:24][CH:25]=1, predict the reactants needed to synthesize it. The reactants are: CC1C=CC(C)=CC=1SCCCCCC(O)=O.[CH3:18][O:19][C:20]1[CH:21]=[C:22]([SH:26])[CH:23]=[CH:24][CH:25]=1.Br[CH2:28][CH2:29][CH2:30][CH2:31][CH2:32][CH2:33][CH2:34][CH2:35][CH2:36][C:37]([O:39]CC)=[O:38].[OH-].[K+].